Task: Predict the product of the given reaction.. Dataset: Forward reaction prediction with 1.9M reactions from USPTO patents (1976-2016) Given the reactants [CH3:1][C:2]1([CH3:19])[C:10]2[C:5](=[CH:6][C:7]([N+:15]([O-:17])=[O:16])=[C:8]([NH:11]C(=O)C)[CH:9]=2)[NH:4][C:3]1=[O:18].Br[CH2:21][C:22]1[CH:27]=[CH:26][C:25]([F:28])=[CH:24][CH:23]=1.C([O-])([O-])=O.[K+].[K+], predict the reaction product. The product is: [NH2:11][C:8]1[CH:9]=[C:10]2[C:5](=[CH:6][C:7]=1[N+:15]([O-:17])=[O:16])[N:4]([CH2:21][C:22]1[CH:27]=[CH:26][C:25]([F:28])=[CH:24][CH:23]=1)[C:3](=[O:18])[C:2]2([CH3:1])[CH3:19].